From a dataset of Full USPTO retrosynthesis dataset with 1.9M reactions from patents (1976-2016). Predict the reactants needed to synthesize the given product. (1) The reactants are: [N:1]1([C:5]([C:7]2[CH:8]=[CH:9][C:10]([O:13][C:14]3[CH:15]=[C:16]([CH:25]=[C:26]([O:28][C@@H:29]([CH3:39])[CH2:30][O:31][Si](C(C)(C)C)(C)C)[CH:27]=3)[C:17]([NH:19][C:20]3[S:21][CH:22]=[CH:23][N:24]=3)=[O:18])=[N:11][CH:12]=2)=[O:6])[CH2:4][CH2:3][CH2:2]1. Given the product [N:1]1([C:5]([C:7]2[CH:8]=[CH:9][C:10]([O:13][C:14]3[CH:15]=[C:16]([CH:25]=[C:26]([O:28][C@@H:29]([CH3:39])[CH2:30][OH:31])[CH:27]=3)[C:17]([NH:19][C:20]3[S:21][CH:22]=[CH:23][N:24]=3)=[O:18])=[N:11][CH:12]=2)=[O:6])[CH2:2][CH2:3][CH2:4]1, predict the reactants needed to synthesize it. (2) The reactants are: [CH3:1][N:2]([CH3:12])[C:3]1[CH:11]=[CH:10][C:6]([C:7]([OH:9])=O)=[CH:5][CH:4]=1.CN(C(ON1N=NC2C=CC=NC1=2)=[N+](C)C)C.F[P-](F)(F)(F)(F)F.C(N(C(C)C)C(C)C)C.[O:46]1[CH2:51][CH2:50][O:49][CH2:48][CH:47]1[C:52]1[C:60]2[S:59][C:58]([NH2:61])=[N:57][C:56]=2[C:55]([O:62][CH3:63])=[CH:54][CH:53]=1. Given the product [CH3:12][N:2]([CH3:1])[C:3]1[CH:4]=[CH:5][C:6]([C:7]([NH:61][C:58]2[S:59][C:60]3[C:52]([CH:47]4[CH2:48][O:49][CH2:50][CH2:51][O:46]4)=[CH:53][CH:54]=[C:55]([O:62][CH3:63])[C:56]=3[N:57]=2)=[O:9])=[CH:10][CH:11]=1, predict the reactants needed to synthesize it. (3) Given the product [CH:1]1([S:4]([C:7]2[CH:8]=[CH:9][C:10]([CH:13]([CH2:18][CH:19]3[CH2:24][CH2:23][O:22][CH2:21][CH2:20]3)[C:14](=[O:17])[CH2:15][CH2:16][C:38]([C:36]3[S:37][C:33]([CH2:32][O:31][CH:26]4[CH2:27][CH2:28][CH2:29][CH2:30][O:25]4)=[CH:34][N:35]=3)=[O:39])=[CH:11][CH:12]=2)(=[O:6])=[O:5])[CH2:3][CH2:2]1, predict the reactants needed to synthesize it. The reactants are: [CH:1]1([S:4]([C:7]2[CH:12]=[CH:11][C:10]([CH:13]([CH2:18][CH:19]3[CH2:24][CH2:23][O:22][CH2:21][CH2:20]3)[C:14](=[O:17])[CH:15]=[CH2:16])=[CH:9][CH:8]=2)(=[O:6])=[O:5])[CH2:3][CH2:2]1.[O:25]1[CH2:30][CH2:29][CH2:28][CH2:27][CH:26]1[O:31][CH2:32][C:33]1[S:37][C:36]([CH:38]=[O:39])=[N:35][CH:34]=1.C(N(CC)CC)C.O1CCCC1. (4) Given the product [C:47]([CH:45]1[CH2:46][N:43]([C:41](=[O:42])[C@H:40]([NH:39][C:21]([C:20]2[C:14]3[C:15](=[N:16][CH:17]=[C:12]([N:5]4[CH2:4][C:3]5[C:7](=[CH:8][CH:9]=[CH:10][C:2]=5[Cl:1])[C:6]4=[O:11])[N:13]=3)[N:18]([CH2:24][O:25][CH2:26][CH2:27][Si:28]([CH3:29])([CH3:31])[CH3:30])[CH:19]=2)=[O:23])[CH:49]2[CH2:50][CH2:51]2)[CH2:44]1)#[N:48], predict the reactants needed to synthesize it. The reactants are: [Cl:1][C:2]1[CH:10]=[CH:9][CH:8]=[C:7]2[C:3]=1[CH2:4][N:5]([C:12]1[N:13]=[C:14]3[C:20]([C:21]([OH:23])=O)=[CH:19][N:18]([CH2:24][O:25][CH2:26][CH2:27][Si:28]([CH3:31])([CH3:30])[CH3:29])[C:15]3=[N:16][CH:17]=1)[C:6]2=[O:11].C(N(CC)CC)C.[NH2:39][C@H:40]([CH:49]1[CH2:51][CH2:50]1)[C:41]([N:43]1[CH2:46][CH:45]([C:47]#[N:48])[CH2:44]1)=[O:42].C1CN([P+](ON2N=NC3C=CC=CC2=3)(N2CCCC2)N2CCCC2)CC1.F[P-](F)(F)(F)(F)F. (5) Given the product [CH3:20][C:19]1([CH3:21])[O:16][C@@H:12]([C@@H:8]([CH2:1][C:2]2[CH:3]=[CH:4][CH:5]=[CH:6][CH:7]=2)[C:9]([OH:11])=[O:10])[C:13](=[O:15])[O:14]1, predict the reactants needed to synthesize it. The reactants are: [CH2:1]([C@H:8]([C@H:12]([OH:16])[C:13]([OH:15])=[O:14])[C:9]([OH:11])=[O:10])[C:2]1[CH:7]=[CH:6][CH:5]=[CH:4][CH:3]=1.CO[C:19](OC)([CH3:21])[CH3:20]. (6) Given the product [Cl:1][C:2]1[CH:9]=[CH:8][C:5]([CH2:6][N:23]2[CH2:24][CH:20]3[CH2:19][N:18]([C:25]([O:27][N:36]4[C:37](=[O:38])[CH2:32][CH2:33][C:34]4=[O:35])=[O:26])[CH2:17][CH:21]3[CH2:22]2)=[C:4]([N:11]2[CH2:16][CH2:15][O:14][CH2:13][CH2:12]2)[CH:3]=1, predict the reactants needed to synthesize it. The reactants are: [Cl:1][C:2]1[CH:9]=[CH:8][C:5]([CH:6]=O)=[C:4](F)[CH:3]=1.[NH:11]1[CH2:16][CH2:15][O:14][CH2:13][CH2:12]1.[CH2:17]1[CH:21]2[CH2:22][NH:23][CH2:24][CH:20]2[CH2:19][N:18]1[C:25]([O:27]C(C)(C)C)=[O:26].[CH2:32]1[C:37](=[O:38])[N:36](OC(O[N:36]2[C:37](=[O:38])[CH2:32][CH2:33][C:34]2=[O:35])=O)[C:34](=[O:35])[CH2:33]1. (7) Given the product [O:25]1[CH2:26][CH2:27][O:28][CH:24]1[C:22]1[S:21][C:20]([CH3:29])=[C:19]([C@H:17]([OH:18])[C:12]2[CH:13]=[CH:14][CH:15]=[CH:16][C:11]=2[CH2:10][CH2:9][OH:8])[CH:23]=1, predict the reactants needed to synthesize it. The reactants are: [Si]([O:8][CH2:9][CH2:10][C:11]1[CH:16]=[CH:15][CH:14]=[CH:13][C:12]=1[C:17]([C:19]1[CH:23]=[C:22]([CH:24]2[O:28][CH2:27][CH2:26][O:25]2)[S:21][C:20]=1[CH3:29])=[O:18])(C(C)(C)C)(C)C.C1(C)C=CC=CC=1.